Dataset: Catalyst prediction with 721,799 reactions and 888 catalyst types from USPTO. Task: Predict which catalyst facilitates the given reaction. (1) Reactant: [C:1]1([C:7]2[CH:12]=[CH:11][N:10]=[CH:9][CH:8]=2)[CH:6]=[CH:5][CH:4]=[CH:3][CH:2]=1.Cl.[H][H]. Product: [CH:1]1([CH:7]2[CH2:8][CH2:9][NH:10][CH2:11][CH2:12]2)[CH2:2][CH2:3][CH2:4][CH2:5][CH2:6]1. The catalyst class is: 663. (2) Reactant: [Cl:1][C:2]1[CH:7]=[CH:6][N:5]=[C:4]([CH3:8])[C:3]=1[O:9][CH3:10].[Br:11]N1C(=O)CCC1=O.C(OOC(=O)C1C=CC=CC=1)(=O)C1C=CC=CC=1. Product: [Cl:1][C:2]1[CH:7]=[CH:6][N:5]=[C:4]([CH2:8][Br:11])[C:3]=1[O:9][CH3:10]. The catalyst class is: 53. (3) Product: [CH3:22][O:21][CH:20]([O:23][CH3:24])[C:17]1[CH:18]=[CH:19][C:14]([O:13][C:11]2[N:10]([CH2:25][CH3:26])[N:9]=[C:8]([C:4]3[CH:3]=[C:2]([C:34]4([NH:33][S:31]([C:28]([CH3:30])([CH3:29])[CH3:27])=[O:32])[CH2:37][O:36][CH2:35]4)[CH:7]=[CH:6][CH:5]=3)[CH:12]=2)=[CH:15][CH:16]=1. Reactant: Br[C:2]1[CH:3]=[C:4]([C:8]2[CH:12]=[C:11]([O:13][C:14]3[CH:19]=[CH:18][C:17]([CH:20]([O:23][CH3:24])[O:21][CH3:22])=[CH:16][CH:15]=3)[N:10]([CH2:25][CH3:26])[N:9]=2)[CH:5]=[CH:6][CH:7]=1.[CH3:27][C:28]([S:31]([N:33]=[C:34]1[CH2:37][O:36][CH2:35]1)=[O:32])([CH3:30])[CH3:29]. The catalyst class is: 1. (4) Reactant: [N:1]1([C:6]2[N:11]3[N:12]=[C:13]([NH2:15])[N:14]=[C:10]3[CH:9]=[CH:8][CH:7]=2)[CH2:5][CH2:4][CH2:3][CH2:2]1.Br[C:17]1[CH:22]=[CH:21][C:20]([N:23]2[CH:27]=[C:26]([CH3:28])[N:25]=[CH:24]2)=[C:19]([O:29][CH3:30])[CH:18]=1.C(Cl)Cl. Product: [CH3:30][O:29][C:19]1[CH:18]=[C:17]([NH:15][C:13]2[N:14]=[C:10]3[CH:9]=[CH:8][CH:7]=[C:6]([N:1]4[CH2:2][CH2:3][CH2:4][CH2:5]4)[N:11]3[N:12]=2)[CH:22]=[CH:21][C:20]=1[N:23]1[CH:27]=[C:26]([CH3:28])[N:25]=[CH:24]1. The catalyst class is: 61. (5) Reactant: [CH3:1][C:2]1[S:6][C:5]([NH:7][C:8](=[O:14])[O:9][C:10]([CH3:13])([CH3:12])[CH3:11])=[CH:4][CH:3]=1.CC1SC(C(O)=O)=CC=1.[Br:24]Br.[OH-].[Na+]. Product: [Br:24][C:4]1[CH:3]=[C:2]([CH3:1])[S:6][C:5]=1[NH:7][C:8](=[O:14])[O:9][C:10]([CH3:11])([CH3:13])[CH3:12]. The catalyst class is: 24.